Dataset: Reaction yield outcomes from USPTO patents with 853,638 reactions. Task: Predict the reaction yield, written as a fraction of the theoretical maximum amount of product (1.0 means a 100% yield; for example, 0.34 means a 34% yield). (1) The yield is 0.970. The reactants are [Na].[Br-].[CH3:3][C:4]1([CH3:10])[NH:8][C:7]([NH2:9])=[N:6][CH2:5]1.[C:11](OCC)(=[O:16])[CH2:12][C:13]([O-])=[O:14]. The product is [OH:16][C:11]1[N:9]=[C:7]2[NH:8][C:4]([CH3:10])([CH3:3])[CH2:5][N:6]2[C:13](=[O:14])[CH:12]=1. The catalyst is CO. (2) The reactants are [CH3:1][N:2]1[C:10]2[C:9]([O:11][C:12]3[CH:18]=[CH:17][C:15]([NH2:16])=[CH:14][CH:13]=3)=[N:8][CH:7]=[N:6][C:5]=2[CH:4]=[CH:3]1.C(N(CC)CC)C.[F:26][C:27]1[CH:28]=[C:29]([N:33]=[C:34]=[O:35])[CH:30]=[CH:31][CH:32]=1. The catalyst is O1CCCC1. The product is [F:26][C:27]1[CH:28]=[C:29]([NH:33][C:34]([NH:16][C:15]2[CH:17]=[CH:18][C:12]([O:11][C:9]3[C:10]4[N:2]([CH3:1])[CH:3]=[CH:4][C:5]=4[N:6]=[CH:7][N:8]=3)=[CH:13][CH:14]=2)=[O:35])[CH:30]=[CH:31][CH:32]=1. The yield is 0.590. (3) The reactants are [C:1]([O:5][C:6](=[O:34])[NH:7][C@@H:8]([C:28]1[CH:33]=[CH:32][CH:31]=[CH:30][CH:29]=1)[C:9]([N:11]1[CH2:15][CH2:14][CH2:13][C@H:12]1[C:16](=[O:27])[NH:17][C:18]1[N:19]=[C:20]2[N:24]([CH:25]=1)[CH:23]=[C:22](Br)[S:21]2)=[O:10])([CH3:4])([CH3:3])[CH3:2].[C:35]([NH:42][C:43]1[CH:48]=[CH:47][C:46](B2OC(C)(C)C(C)(C)O2)=[CH:45][CH:44]=1)([O:37][C:38]([CH3:41])([CH3:40])[CH3:39])=[O:36]. No catalyst specified. The product is [C:38]([O:37][C:35](=[O:36])[NH:42][C:43]1[CH:44]=[CH:45][C:46]([C:22]2[S:21][C:20]3=[N:19][C:18]([NH:17][C:16]([C@@H:12]4[CH2:13][CH2:14][CH2:15][N:11]4[C:9](=[O:10])[C@@H:8]([NH:7][C:6]([O:5][C:1]([CH3:4])([CH3:3])[CH3:2])=[O:34])[C:28]4[CH:33]=[CH:32][CH:31]=[CH:30][CH:29]=4)=[O:27])=[CH:25][N:24]3[CH:23]=2)=[CH:47][CH:48]=1)([CH3:41])([CH3:39])[CH3:40]. The yield is 0.0500. (4) The yield is 0.690. The reactants are [CH3:1][O:2][C:3]1[C:4]([CH3:17])=[C:5]([C:9]2[O:15][C:14](=[O:16])[C:11]3([CH2:13][CH2:12]3)[N:10]=2)[CH:6]=[CH:7][CH:8]=1.Cl.[CH3:19][NH:20][O:21][CH3:22].N1C=CC=CC=1.C(Cl)Cl. The catalyst is C(OCC)(=O)C. The product is [CH3:1][O:2][C:3]1[C:4]([CH3:17])=[C:5]([CH:6]=[CH:7][CH:8]=1)[C:9]([NH:10][C:11]1([C:14](=[O:16])[N:20]([O:21][CH3:22])[CH3:19])[CH2:13][CH2:12]1)=[O:15]. (5) The reactants are [N+:1]([C:4]1[C:12]2[NH:11][CH:10]([C:13]3[CH:18]=[CH:17][CH:16]=[CH:15][CH:14]=3)[NH:9][C:8]=2[CH:7]=[CH:6][CH:5]=1)([O-:3])=[O:2].O. The catalyst is C(O)(=O)C. The product is [N+:1]([C:4]1[C:12]2[NH:11][C:10]([C:13]3[CH:14]=[CH:15][CH:16]=[CH:17][CH:18]=3)=[N:9][C:8]=2[CH:7]=[CH:6][CH:5]=1)([O-:3])=[O:2]. The yield is 0.830.